This data is from Forward reaction prediction with 1.9M reactions from USPTO patents (1976-2016). The task is: Predict the product of the given reaction. (1) Given the reactants [NH:1]1[C:9]2[C:4](=[CH:5][C:6]([NH:10][C:11](=[O:17])[O:12][C:13]([CH3:16])([CH3:15])[CH3:14])=[CH:7][CH:8]=2)[CH:3]=[N:2]1.C([O-])([O-])=O.[K+].[K+].[I:24]I.OS([O-])=O.[Na+], predict the reaction product. The product is: [I:24][C:3]1[C:4]2[C:9](=[CH:8][CH:7]=[C:6]([NH:10][C:11](=[O:17])[O:12][C:13]([CH3:14])([CH3:16])[CH3:15])[CH:5]=2)[NH:1][N:2]=1. (2) The product is: [CH3:15][C@H:14]1[CH2:13][NH:12][C@H:11]([CH3:23])[CH2:10][N:9]1[C:6]1[CH:7]=[CH:8][C:3]([C:1]#[N:2])=[C:4]([F:24])[CH:5]=1. Given the reactants [C:1]([C:3]1[CH:8]=[CH:7][C:6]([N:9]2[C@@H:14]([CH3:15])[CH2:13][N:12](C(OC(C)(C)C)=O)[C@H:11]([CH3:23])[CH2:10]2)=[CH:5][C:4]=1[F:24])#[N:2].FC(F)(F)C(O)=O, predict the reaction product. (3) Given the reactants C=O.[F:3][C:4]1[CH:9]=[CH:8][C:7]([C:10]2([CH:16]3[CH2:20][CH2:19][N:18]([CH2:21][C:22]4[C:31]5[C:26](=[CH:27][CH:28]=[CH:29][CH:30]=5)[CH:25]=[C:24]([C:32]#[N:33])[CH:23]=4)[C:17]3=[O:34])[CH2:15][CH2:14][NH:13][CH2:12][CH2:11]2)=[CH:6][CH:5]=1.[BH-](OC(C)=O)(OC(C)=O)O[C:37](C)=O.[Na+], predict the reaction product. The product is: [F:3][C:4]1[CH:9]=[CH:8][C:7]([C:10]2([CH:16]3[CH2:20][CH2:19][N:18]([CH2:21][C:22]4[C:31]5[C:26](=[CH:27][CH:28]=[CH:29][CH:30]=5)[CH:25]=[C:24]([C:32]#[N:33])[CH:23]=4)[C:17]3=[O:34])[CH2:11][CH2:12][N:13]([CH3:37])[CH2:14][CH2:15]2)=[CH:6][CH:5]=1. (4) Given the reactants [Cl:1][C:2]1[CH:7]=[C:6]([CH3:8])[N:5]=[C:4]2[NH:9][CH:10]=[C:11]([I:12])[C:3]=12.[H-].[Na+].[CH3:15]I, predict the reaction product. The product is: [Cl:1][C:2]1[CH:7]=[C:6]([CH3:8])[N:5]=[C:4]2[N:9]([CH3:15])[CH:10]=[C:11]([I:12])[C:3]=12. (5) Given the reactants [OH:1][CH:2]1[CH2:7][CH2:6][NH:5][CH2:4][CH2:3]1.C(O[K])(C)(C)C.Cl[C:15]1[CH:20]=[CH:19][C:18]([Cl:21])=[CH:17][N:16]=1.[C:22]([OH:25])(=[O:24])[CH3:23], predict the reaction product. The product is: [C:22]([OH:25])(=[O:24])[CH3:23].[Cl:21][C:18]1[CH:19]=[CH:20][C:15]([O:1][CH:2]2[CH2:7][CH2:6][NH:5][CH2:4][CH2:3]2)=[N:16][CH:17]=1.